This data is from Retrosynthesis with 50K atom-mapped reactions and 10 reaction types from USPTO. The task is: Predict the reactants needed to synthesize the given product. (1) Given the product O=C(COc1cncc(Cl)c1)C12CC3CC(CC(C3)C1)C2, predict the reactants needed to synthesize it. The reactants are: O=C(CBr)C12CC3CC(CC(C3)C1)C2.Oc1cncc(Cl)c1. (2) Given the product O=C(O)c1ccc(S(=O)(=O)n2cc(C3CCOCC3)c3ccccc32)cc1, predict the reactants needed to synthesize it. The reactants are: COC(=O)c1ccc(S(=O)(=O)n2cc(C3CCOCC3)c3ccccc32)cc1. (3) Given the product O=c1[nH]nc(-c2ccccc2)cc1C1CCNCC1, predict the reactants needed to synthesize it. The reactants are: O=C(OCc1ccccc1)N1CCC(c2cc(-c3ccccc3)n[nH]c2=O)CC1. (4) Given the product CCCc1ccc(-c2cnc(N)cn2)c(F)c1Oc1ncccn1, predict the reactants needed to synthesize it. The reactants are: CCCc1ccc(-c2cnc(N)cn2)c(F)c1O.Clc1ncccn1.